Dataset: Reaction yield outcomes from USPTO patents with 853,638 reactions. Task: Predict the reaction yield, written as a fraction of the theoretical maximum amount of product (1.0 means a 100% yield; for example, 0.34 means a 34% yield). (1) The reactants are [C:1]([N:8]1[CH2:11][C:10](=[O:12])[CH2:9]1)([O:3][C:4]([CH3:7])([CH3:6])[CH3:5])=[O:2].[C:13]([C:16]1[CH:21]=[CH:20][C:19]([C:22]([F:25])([F:24])[F:23])=[CH:18][CH:17]=1)#[C:14][CH3:15]. The product is [CH3:15][C:14]1[C:10](=[O:12])[CH2:9][N:8]([C:1]([O:3][C:4]([CH3:7])([CH3:6])[CH3:5])=[O:2])[CH2:11][C:13]=1[C:16]1[CH:21]=[CH:20][C:19]([C:22]([F:23])([F:24])[F:25])=[CH:18][CH:17]=1. The yield is 0.630. The catalyst is C1(C)C=CC=CC=1. (2) The reactants are [NH2:1][C:2]1[CH:3]=[CH:4][C:5]([F:21])=[C:6]([C@:8]2([CH3:20])[C@H:13]3[C:14]([F:18])([F:17])[CH2:15][CH2:16][C@H:12]3[O:11][C:10]([NH2:19])=[N:9]2)[CH:7]=1.[C:22]([C:24]1[N:25]=[CH:26][C:27]([C:30](O)=[O:31])=[N:28][CH:29]=1)#[N:23]. No catalyst specified. The product is [NH2:19][C:10]1[O:11][C@@H:12]2[CH2:16][CH2:15][C:14]([F:17])([F:18])[C@@H:13]2[C@:8]([C:6]2[CH:7]=[C:2]([NH:1][C:30]([C:27]3[CH:26]=[N:25][C:24]([C:22]#[N:23])=[CH:29][N:28]=3)=[O:31])[CH:3]=[CH:4][C:5]=2[F:21])([CH3:20])[N:9]=1. The yield is 0.280. (3) The reactants are C([O:4][C:5]1[CH:10]=[CH:9][C:8]([C:11]2[CH:12]([C:25]3[CH:30]=[CH:29][CH:28]=[CH:27][CH:26]=3)[O:13][C:14]3[C:19]([CH:20]=2)=[CH:18][CH:17]=[C:16]([O:21]C(=O)C)[CH:15]=3)=[CH:7][CH:6]=1)(=O)C.C(O)(=O)C.O. The catalyst is CO.[OH-].[K+]. The product is [OH:4][C:5]1[CH:10]=[CH:9][C:8]([C:11]2[CH:12]([C:25]3[CH:26]=[CH:27][CH:28]=[CH:29][CH:30]=3)[O:13][C:14]3[C:19]([CH:20]=2)=[CH:18][CH:17]=[C:16]([OH:21])[CH:15]=3)=[CH:7][CH:6]=1. The yield is 1.00. (4) The reactants are Cl[C:2]1[N:3]=[C:4]([O:25][C@H:26]2[CH2:29][C@H:28]([NH:30][C:31](=[O:37])[O:32][C:33]([CH3:36])([CH3:35])[CH3:34])[CH2:27]2)[C:5]2[C:10]([C:11]3[CH:16]=[CH:15][CH:14]=[CH:13][N:12]=3)=[CH:9][N:8]([CH2:17][O:18][CH2:19][CH2:20][Si:21]([CH3:24])([CH3:23])[CH3:22])[C:6]=2[N:7]=1.[CH3:38][N:39]1[CH:43]=[C:42]([NH2:44])[CH:41]=[N:40]1.C(=O)([O-])[O-].[Cs+].[Cs+].CC1(C)C2C=CC=C(P(C3C=CC=CC=3)C3C=CC=CC=3)C=2OC2C1=CC=CC=2P(C1C=CC=CC=1)C1C=CC=CC=1. The catalyst is O1CCOCC1.CCOC(C)=O.C1C=CC(/C=C/C(/C=C/C2C=CC=CC=2)=O)=CC=1.C1C=CC(/C=C/C(/C=C/C2C=CC=CC=2)=O)=CC=1.C1C=CC(/C=C/C(/C=C/C2C=CC=CC=2)=O)=CC=1.[Pd].[Pd].CO. The product is [CH3:38][N:39]1[CH:43]=[C:42]([NH:44][C:2]2[N:3]=[C:4]([O:25][C@H:26]3[CH2:27][C@H:28]([NH:30][C:31](=[O:37])[O:32][C:33]([CH3:34])([CH3:35])[CH3:36])[CH2:29]3)[C:5]3[C:10]([C:11]4[CH:16]=[CH:15][CH:14]=[CH:13][N:12]=4)=[CH:9][N:8]([CH2:17][O:18][CH2:19][CH2:20][Si:21]([CH3:24])([CH3:22])[CH3:23])[C:6]=3[N:7]=2)[CH:41]=[N:40]1. The yield is 0.750. (5) The reactants are [CH3:1][O:2][C:3]1[CH:4]=[C:5]([N:9]2[CH2:14][CH2:13][NH:12][CH2:11][CH2:10]2)[CH:6]=[CH:7][CH:8]=1.[Br:15][CH2:16][CH2:17][CH2:18][CH2:19][CH2:20][CH2:21]Br. The catalyst is C(#N)C. The product is [Br:15][CH2:16][CH2:17][CH2:18][CH2:19][CH2:20][CH2:21][N:12]1[CH2:13][CH2:14][N:9]([C:5]2[CH:6]=[CH:7][CH:8]=[C:3]([O:2][CH3:1])[CH:4]=2)[CH2:10][CH2:11]1. The yield is 0.650.